Binary Classification. Given a drug SMILES string, predict its activity (active/inactive) in a high-throughput screening assay against a specified biological target. From a dataset of HIV replication inhibition screening data with 41,000+ compounds from the AIDS Antiviral Screen. (1) The drug is COc1ccc(N2CCOCC2)cc1. The result is 0 (inactive). (2) The drug is O=[N+]([O-])c1ccc(NN=C2CN3CCN(C2)c2ccccc23)c([N+](=O)[O-])c1. The result is 0 (inactive). (3) The compound is CCn1c(SCC(=O)NNC(=S)Nc2ccc([N+](=O)[O-])cc2)nc2ccccc2c1=O. The result is 0 (inactive). (4) The compound is Cn1c(=O)cc(C=Nc2ccc(C(=O)O)cc2)c2ccccc21. The result is 0 (inactive). (5) The molecule is COC(=O)C1(NC(=O)C(CC(=O)OCc2ccccc2)NC(=O)OCc2ccccc2)CCCCCCC1. The result is 0 (inactive). (6) The drug is N#CCCN(CCC#N)c1ccc(C=C2N=C(CN3C(=O)c4ccccc4C3=O)OC2=O)cc1. The result is 0 (inactive). (7) The drug is O=C(Cn1cc(-c2ccccc2)nn1)NC1CCCC1. The result is 0 (inactive). (8) The molecule is CCSc1nc(C)nc2c1sc1nc3ccccc3n12. The result is 0 (inactive). (9) The compound is O=C1C(=Cc2ccccc2)CN(C(=O)C(F)(F)F)CC1=Cc1ccccc1. The result is 0 (inactive). (10) The drug is Cc1cc2cccc(Cl)c2nc1C(=O)c1ccccc1. The result is 0 (inactive).